Dataset: Peptide-MHC class I binding affinity with 185,985 pairs from IEDB/IMGT. Task: Regression. Given a peptide amino acid sequence and an MHC pseudo amino acid sequence, predict their binding affinity value. This is MHC class I binding data. (1) The peptide sequence is LLGLWGFAAA. The MHC is HLA-A02:01 with pseudo-sequence HLA-A02:01. The binding affinity (normalized) is 0.609. (2) The peptide sequence is LMLVALLGA. The MHC is HLA-A02:01 with pseudo-sequence HLA-A02:01. The binding affinity (normalized) is 0.145. (3) The peptide sequence is VTFRERYSY. The MHC is HLA-A11:01 with pseudo-sequence HLA-A11:01. The binding affinity (normalized) is 0.861. (4) The peptide sequence is GHLAASVTL. The MHC is HLA-A69:01 with pseudo-sequence HLA-A69:01. The binding affinity (normalized) is 0.0847.